From a dataset of Reaction yield outcomes from USPTO patents with 853,638 reactions. Predict the reaction yield, written as a fraction of the theoretical maximum amount of product (1.0 means a 100% yield; for example, 0.34 means a 34% yield). (1) The reactants are [Br:1][C:2]([F:17])([F:16])[O:3][C:4]1[CH:5]=[CH:6][C:7]([CH3:15])=[C:8]([CH:14]=1)[C:9]([O:11][CH2:12][CH3:13])=[O:10].[Br:18]N1C(=O)CCC1=O. The catalyst is C(Cl)(Cl)(Cl)Cl.C(OOC(=O)C1C=CC=CC=1)(=O)C1C=CC=CC=1. The product is [Br:1][C:2]([F:16])([F:17])[O:3][C:4]1[CH:5]=[CH:6][C:7]([CH2:15][Br:18])=[C:8]([CH:14]=1)[C:9]([O:11][CH2:12][CH3:13])=[O:10]. The yield is 0.990. (2) The reactants are [C:1]([C:3]1[CH:4]=[C:5]2[C:10](=[CH:11][C:12]=1F)[O:9][CH2:8][CH2:7][CH:6]2[C:14]([O:16][C:17]([CH3:20])([CH3:19])[CH3:18])=[O:15])#[N:2].[OH:21][C:22]1[CH:30]=[CH:29][C:25]([C:26]([NH2:28])=[O:27])=[CH:24][CH:23]=1.C(=O)([O-])[O-].[K+].[K+]. The catalyst is CN1C(=O)CCC1.C(OCC)(=O)C. The product is [C:26]([C:25]1[CH:29]=[CH:30][C:22]([O:21][C:12]2[CH:11]=[C:10]3[C:5]([CH:6]([C:14]([O:16][C:17]([CH3:20])([CH3:19])[CH3:18])=[O:15])[CH2:7][CH2:8][O:9]3)=[CH:4][C:3]=2[C:1]#[N:2])=[CH:23][CH:24]=1)(=[O:27])[NH2:28]. The yield is 0.832. (3) The reactants are [CH2:1]1OCCOCCOCCOCCOCC[O:3][CH2:2]1.COC(CP(=O)(OCC(F)(F)F)OCC(F)(F)F)=O.C[Si]([N-][Si](C)(C)C)(C)C.[K+].[Cl:48][C:49]1[CH:54]=[CH:53][CH:52]=[CH:51][C:50]=1[NH:55][C:56]1[C:61]([CH:62]=O)=[C:60]([O:64][C:65]2[CH:70]=[CH:69][CH:68]=[CH:67][CH:66]=2)[N:59]=[C:58]([S:71][CH3:72])[N:57]=1.[NH4+].[Cl-]. The catalyst is C1(C)C=CC=CC=1.C1COCC1.CCOCC. The product is [Cl:48][C:49]1[CH:54]=[CH:53][CH:52]=[CH:51][C:50]=1[N:55]1[C:56]2[N:57]=[C:58]([S:71][CH3:72])[N:59]=[C:60]([O:64][C:65]3[CH:66]=[CH:67][CH:68]=[CH:69][CH:70]=3)[C:61]=2[CH:62]=[CH:1][C:2]1=[O:3]. The yield is 0.910. (4) The reactants are [CH3:1][O:2][C:3]1[CH:4]=[C:5]([C:8]([O:11]COC)=[CH:9][N:10]=1)[CH:6]=[O:7].Cl. The catalyst is C1COCC1.O. The product is [OH:11][C:8]1[C:5]([CH:6]=[O:7])=[CH:4][C:3]([O:2][CH3:1])=[N:10][CH:9]=1. The yield is 0.550. (5) The reactants are [F:1][C:2]1[CH:10]=[CH:9][C:5]([C:6](Cl)=[O:7])=[CH:4][CH:3]=1.C(N(CC)CC)C.Cl.[Cl:19][CH2:20][C:21]1([C:25]([O:27][CH2:28][CH3:29])=[O:26])[CH2:24][NH:23][CH2:22]1.C(OCC)C. The catalyst is O1CCCC1. The product is [Cl:19][CH2:20][C:21]1([C:25]([O:27][CH2:28][CH3:29])=[O:26])[CH2:24][N:23]([C:6](=[O:7])[C:5]2[CH:9]=[CH:10][C:2]([F:1])=[CH:3][CH:4]=2)[CH2:22]1. The yield is 0.998. (6) The reactants are CO[C:3]([C:5]1[CH:9]=[CH:8][S:7][C:6]=1[NH2:10])=[O:4].[O-:11][C:12]#[N:13].[K+]. The catalyst is C(O)(=O)C.O. The product is [NH:10]1[C:6]2[S:7][CH:8]=[CH:9][C:5]=2[C:3](=[O:4])[NH:13][C:12]1=[O:11]. The yield is 0.250. (7) The reactants are [F:1][C:2]1[CH:7]=[CH:6][C:5]([CH:8]=[CH:9][C:10]2[CH:19]=[CH:18][C:17]([O:20][CH3:21])=[CH:16][C:11]=2[C:12]([O:14][CH3:15])=[O:13])=[CH:4][CH:3]=1. The yield is 0.800. The catalyst is C(OCC)(=O)C.[Pd]. The product is [F:1][C:2]1[CH:3]=[CH:4][C:5]([CH2:8][CH2:9][C:10]2[CH:19]=[CH:18][C:17]([O:20][CH3:21])=[CH:16][C:11]=2[C:12]([O:14][CH3:15])=[O:13])=[CH:6][CH:7]=1. (8) The reactants are [B:1]([C:4]1[CH:5]=[C:6]([CH:10]=[CH:11][C:12]=1[O:13][CH3:14])[C:7](O)=[O:8])([OH:3])[OH:2].CN.[CH3:17][N:18](C(ON1N=NC2C=CC=NC1=2)=[N+](C)C)C.F[P-](F)(F)(F)(F)F.CN1CCOCC1. The catalyst is CN(C=O)C. The product is [CH3:14][O:13][C:12]1[CH:11]=[CH:10][C:6]([C:7](=[O:8])[NH:18][CH3:17])=[CH:5][C:4]=1[B:1]([OH:3])[OH:2]. The yield is 0.569.